From a dataset of Reaction yield outcomes from USPTO patents with 853,638 reactions. Predict the reaction yield, written as a fraction of the theoretical maximum amount of product (1.0 means a 100% yield; for example, 0.34 means a 34% yield). The reactants are Br[C:2]([CH3:9])([CH3:8])[C:3]([O:5][CH2:6][CH3:7])=[O:4].[CH:10]1([NH2:13])[CH2:12][CH2:11]1.C([O-])([O-])=O.[K+].[K+]. The catalyst is CC#N. The product is [CH:10]1([NH:13][C:2]([CH3:9])([CH3:8])[C:3]([O:5][CH2:6][CH3:7])=[O:4])[CH2:12][CH2:11]1. The yield is 0.460.